This data is from NCI-60 drug combinations with 297,098 pairs across 59 cell lines. The task is: Regression. Given two drug SMILES strings and cell line genomic features, predict the synergy score measuring deviation from expected non-interaction effect. (1) Drug 1: CC1=C(C=C(C=C1)NC2=NC=CC(=N2)N(C)C3=CC4=NN(C(=C4C=C3)C)C)S(=O)(=O)N.Cl. Drug 2: CN(CC1=CN=C2C(=N1)C(=NC(=N2)N)N)C3=CC=C(C=C3)C(=O)NC(CCC(=O)O)C(=O)O. Cell line: MDA-MB-231. Synergy scores: CSS=5.09, Synergy_ZIP=0.553, Synergy_Bliss=0.430, Synergy_Loewe=-3.68, Synergy_HSA=-3.59. (2) Drug 1: CC1C(C(CC(O1)OC2CC(CC3=C2C(=C4C(=C3O)C(=O)C5=C(C4=O)C(=CC=C5)OC)O)(C(=O)CO)O)N)O.Cl. Drug 2: COC1=C2C(=CC3=C1OC=C3)C=CC(=O)O2. Cell line: MCF7. Synergy scores: CSS=16.6, Synergy_ZIP=-5.54, Synergy_Bliss=-1.81, Synergy_Loewe=-8.41, Synergy_HSA=0.742. (3) Drug 1: C1=CC(=CC=C1CC(C(=O)O)N)N(CCCl)CCCl.Cl. Drug 2: C1C(C(OC1N2C=C(C(=O)NC2=O)F)CO)O. Cell line: SK-MEL-2. Synergy scores: CSS=18.6, Synergy_ZIP=-0.300, Synergy_Bliss=3.49, Synergy_Loewe=-4.95, Synergy_HSA=0.382.